From a dataset of Full USPTO retrosynthesis dataset with 1.9M reactions from patents (1976-2016). Predict the reactants needed to synthesize the given product. (1) The reactants are: [C:1]([N:5]1[C:9]2=[N:10][C:11]([NH:14][C:15](=[O:23])[C:16]3[CH:21]=[CH:20][C:19]([CH3:22])=[CH:18][CH:17]=3)=[CH:12][CH:13]=[C:8]2[C:7]([C:24]([OH:26])=O)=[CH:6]1)([CH3:4])([CH3:3])[CH3:2].[CH2:27]([NH:29][CH2:30][CH3:31])[CH3:28].F[P-](F)(F)(F)(F)F.C[N+](C)=C(N(C)C)ON1C2N=CC=CC=2N=N1.C(N(CC)CC)C. Given the product [CH2:27]([N:29]([CH2:30][CH3:31])[C:24]([C:7]1[C:8]2[C:9](=[N:10][C:11]([NH:14][C:15](=[O:23])[C:16]3[CH:21]=[CH:20][C:19]([CH3:22])=[CH:18][CH:17]=3)=[CH:12][CH:13]=2)[N:5]([C:1]([CH3:4])([CH3:2])[CH3:3])[CH:6]=1)=[O:26])[CH3:28], predict the reactants needed to synthesize it. (2) Given the product [F:1][C:2]1[CH:3]=[C:4]([C:9](=[O:16])[CH:10]([CH2:25][C:24]2[CH:23]=[CH:22][C:21]([C:20]([F:19])([F:29])[F:30])=[CH:28][CH:27]=2)[C:11]([O:13][CH2:14][CH3:15])=[O:12])[CH:5]=[CH:6][C:7]=1[F:8], predict the reactants needed to synthesize it. The reactants are: [F:1][C:2]1[CH:3]=[C:4]([C:9](=[O:16])[CH2:10][C:11]([O:13][CH2:14][CH3:15])=[O:12])[CH:5]=[CH:6][C:7]=1[F:8].[H-].[Na+].[F:19][C:20]([F:30])([F:29])[C:21]1[CH:28]=[CH:27][C:24]([CH2:25]Br)=[CH:23][CH:22]=1.O.